Predict the reactants needed to synthesize the given product. From a dataset of Full USPTO retrosynthesis dataset with 1.9M reactions from patents (1976-2016). (1) Given the product [C:13]([O:16][C@H:17]1[O:19][C@H:7]([CH2:5][O:6][C:11](=[O:12])[CH3:9])[C@@H:9]([O:10][C:2](=[O:1])[CH3:3])[C@H:11]([O:12][C:5](=[O:6])[CH3:7])[C@H:18]1[O:10][C:2](=[O:1])[CH3:3])(=[O:15])[CH3:14], predict the reactants needed to synthesize it. The reactants are: [OH:1][C@H:2]1[O:10][C@H:9]([CH2:11][OH:12])[C@@H:7](O)[C@H:5]([OH:6])[C@H:3]1O.[C:13]([O:16][C:17](=[O:19])[CH3:18])(=[O:15])[CH3:14]. (2) Given the product [NH2:26][C:25]([C:27]1[CH:32]=[CH:31][CH:30]=[CH:29][C:28]=1[C:2]1[C:11]2[C:6](=[CH:7][C:8]([C:12]3[CH:13]=[C:14]([CH:21]=[CH:22][C:23]=3[CH3:24])[C:15]([NH:17][CH:18]3[CH2:20][CH2:19]3)=[O:16])=[CH:9][CH:10]=2)[CH:5]=[N:4][N:3]=1)=[O:37], predict the reactants needed to synthesize it. The reactants are: Cl[C:2]1[C:11]2[C:6](=[CH:7][C:8]([C:12]3[CH:13]=[C:14]([CH:21]=[CH:22][C:23]=3[CH3:24])[C:15]([NH:17][CH:18]3[CH2:20][CH2:19]3)=[O:16])=[CH:9][CH:10]=2)[CH:5]=[N:4][N:3]=1.[C:25]([C:27]1[CH:32]=[CH:31][CH:30]=[CH:29][C:28]=1B(O)O)#[N:26].C(=O)([O-])[O-:37].[K+].[K+]. (3) Given the product [Cl:1][C:2]1[CH:3]=[C:4]2[C:9](=[C:10]([Cl:12])[CH:11]=1)[CH2:8][N:7]([CH3:13])[CH2:6][CH:5]2[C:14]1[CH:15]=[C:16]([NH2:20])[CH:17]=[CH:18][CH:19]=1, predict the reactants needed to synthesize it. The reactants are: [Cl:1][C:2]1[CH:3]=[C:4]2[C:9](=[C:10]([Cl:12])[CH:11]=1)[CH2:8][N:7]([CH3:13])[CH2:6][CH:5]2[C:14]1[CH:15]=[C:16]([NH:20]C(=O)C)[CH:17]=[CH:18][CH:19]=1.CS(C1C=CC(CNC)=CC=1)(=O)=O.C([O-])C.[Na+]. (4) Given the product [CH2:15]([S:17][C:18]1[C:19]([C:24]([NH:1][C:2]2[CH:7]=[CH:6][C:5]([C:8]([F:14])([F:13])[C:9]([F:10])([F:11])[F:12])=[CH:4][N:3]=2)=[O:25])=[N:20][CH:21]=[CH:22][CH:23]=1)[CH3:16], predict the reactants needed to synthesize it. The reactants are: [NH2:1][C:2]1[CH:7]=[CH:6][C:5]([C:8]([F:14])([F:13])[C:9]([F:12])([F:11])[F:10])=[CH:4][N:3]=1.[CH2:15]([S:17][C:18]1[C:19]([C:24](O)=[O:25])=[N:20][CH:21]=[CH:22][CH:23]=1)[CH3:16].CCN=C=NCCCN(C)C.Cl.C1C=CC2N(O)N=NC=2C=1.C(=O)(O)[O-].[Na+]. (5) Given the product [Cl:17][C:18]1[CH:19]=[CH:20][C:21]2[O:25][C:24]([NH:26][CH2:27][C@@H:28]3[C@H:33]([CH3:34])[CH2:32][CH2:31][CH2:30][N:29]3[C:7]([C:6]3[CH:10]=[C:2]([CH3:1])[CH:3]=[CH:4][C:5]=3[C:11]3[CH:16]=[CH:15][CH:14]=[CH:13][N:12]=3)=[O:9])=[N:23][C:22]=2[CH:35]=1, predict the reactants needed to synthesize it. The reactants are: [CH3:1][C:2]1[CH:3]=[CH:4][C:5]([C:11]2[CH:16]=[CH:15][CH:14]=[CH:13][N:12]=2)=[C:6]([CH:10]=1)[C:7]([OH:9])=O.[Cl:17][C:18]1[CH:19]=[CH:20][C:21]2[O:25][C:24]([NH:26][CH2:27][C@@H:28]3[C@H:33]([CH3:34])[CH2:32][CH2:31][CH2:30][NH:29]3)=[N:23][C:22]=2[CH:35]=1. (6) Given the product [Br:12][C:7]1[S:6][C:5]([S:8]([NH2:11])(=[O:10])=[O:9])=[CH:4][C:3]=1[S:2][CH3:1], predict the reactants needed to synthesize it. The reactants are: [CH3:1][S:2][C:3]1[CH:4]=[C:5]([S:8]([NH2:11])(=[O:10])=[O:9])[S:6][CH:7]=1.[Br:12]N1C(=O)CCC1=O.[OH-].[Na+]. (7) Given the product [NH:2]1[C:10]2[C:5](=[CH:6][CH:7]=[CH:8][CH:9]=2)[C:4]([CH2:11][CH2:12][NH:13][C:23]([C:20]2[CH:19]=[C:18]([CH2:17][C:16]3[CH:26]=[C:27]([F:30])[CH:28]=[CH:29][C:15]=3[F:14])[O:22][N:21]=2)=[O:24])=[N:3]1, predict the reactants needed to synthesize it. The reactants are: Cl.[NH:2]1[C:10]2[C:5](=[CH:6][CH:7]=[CH:8][CH:9]=2)[C:4]([CH2:11][CH2:12][NH2:13])=[N:3]1.[F:14][C:15]1[CH:29]=[CH:28][C:27]([F:30])=[CH:26][C:16]=1[CH2:17][C:18]1[O:22][N:21]=[C:20]([C:23](O)=[O:24])[CH:19]=1.C(N(CC)C(C)C)(C)C.CN(C(ON1N=NC2C=CC=NC1=2)=[N+](C)C)C.F[P-](F)(F)(F)(F)F.